Dataset: Blood-brain barrier permeability classification from the B3DB database. Task: Regression/Classification. Given a drug SMILES string, predict its absorption, distribution, metabolism, or excretion properties. Task type varies by dataset: regression for continuous measurements (e.g., permeability, clearance, half-life) or binary classification for categorical outcomes (e.g., BBB penetration, CYP inhibition). Dataset: b3db_classification. The molecule is Cc1c2c(cn1C)NC(=O)CN=C2c1ccccc1. The result is 1 (penetrates BBB).